Dataset: Reaction yield outcomes from USPTO patents with 853,638 reactions. Task: Predict the reaction yield, written as a fraction of the theoretical maximum amount of product (1.0 means a 100% yield; for example, 0.34 means a 34% yield). The reactants are CC(C1C=C(C(C)C)C(C2C=CC=CC=2P(C2CCCCC2)C2CCCCC2)=C(C(C)C)C=1)C.[B:44]1([B:44]2[O:48][C:47]([CH3:50])([CH3:49])[C:46]([CH3:52])([CH3:51])[O:45]2)[O:48][C:47]([CH3:50])([CH3:49])[C:46]([CH3:52])([CH3:51])[O:45]1.Br[C:54]1[CH:59]=[CH:58][C:57]([C:60]([F:63])([F:62])[F:61])=[CH:56][C:55]=1[C:64]1[CH2:69][CH2:68][N:67]([C:70]([O:72][C:73]([CH3:76])([CH3:75])[CH3:74])=[O:71])[CH2:66][CH:65]=1.P([O-])([O-])([O-])=O.[K+].[K+].[K+]. The catalyst is C1C=CC(/C=C/C(/C=C/C2C=CC=CC=2)=O)=CC=1.C1C=CC(/C=C/C(/C=C/C2C=CC=CC=2)=O)=CC=1.C1C=CC(/C=C/C(/C=C/C2C=CC=CC=2)=O)=CC=1.[Pd].[Pd].O1CCOCC1. The product is [CH3:50][C:47]1([CH3:49])[C:46]([CH3:51])([CH3:52])[O:45][B:44]([C:54]2[CH:59]=[CH:58][C:57]([C:60]([F:63])([F:61])[F:62])=[CH:56][C:55]=2[C:64]2[CH2:69][CH2:68][N:67]([C:70]([O:72][C:73]([CH3:76])([CH3:75])[CH3:74])=[O:71])[CH2:66][CH:65]=2)[O:48]1. The yield is 1.12.